The task is: Predict the reactants needed to synthesize the given product.. This data is from Full USPTO retrosynthesis dataset with 1.9M reactions from patents (1976-2016). (1) Given the product [F:41][C:40]([F:43])([F:42])[S:37]([O:21][C:18]1[CH:19]=[CH:20][C:15]([C:4]2([C:9]3[CH:10]=[CH:11][CH:12]=[CH:13][CH:14]=3)[C:5](=[O:8])[N:6]([CH3:7])[C:2]([NH2:1])=[N:3]2)=[CH:16][C:17]=1[C:22]1[CH:27]=[CH:26][CH:25]=[C:24]([O:28][CH3:29])[CH:23]=1)(=[O:39])=[O:38], predict the reactants needed to synthesize it. The reactants are: [NH2:1][C:2]1[N:6]([CH3:7])[C:5](=[O:8])[C:4]([C:15]2[CH:16]=[C:17]([C:22]3[CH:27]=[CH:26][CH:25]=[C:24]([O:28][CH3:29])[CH:23]=3)[C:18]([OH:21])=[CH:19][CH:20]=2)([C:9]2[CH:14]=[CH:13][CH:12]=[CH:11][CH:10]=2)[N:3]=1.C1C=CC(N([S:37]([C:40]([F:43])([F:42])[F:41])(=[O:39])=[O:38])[S:37]([C:40]([F:43])([F:42])[F:41])(=[O:39])=[O:38])=CC=1.C(=O)([O-])[O-].[K+].[K+].O1CCCC1. (2) Given the product [C:34]([O:38][C:39]([N:41]1[CH2:46][CH2:45][CH:44]([O:47][C:52]2[CH:53]=[CH:54][C:49]([Cl:48])=[CH:50][CH:51]=2)[CH2:43][CH2:42]1)=[O:40])([CH3:37])([CH3:35])[CH3:36], predict the reactants needed to synthesize it. The reactants are: C1(P(C2C=CC=CC=2)C2C=CC=CC=2)C=CC=CC=1.CC(OC(/N=N/C(OC(C)C)=O)=O)C.[C:34]([O:38][C:39]([N:41]1[CH2:46][CH2:45][CH:44]([OH:47])[CH2:43][CH2:42]1)=[O:40])([CH3:37])([CH3:36])[CH3:35].[Cl:48][C:49]1[CH:54]=[CH:53][C:52](O)=[CH:51][CH:50]=1. (3) Given the product [CH2:9]([O:8][C:6]([C:5]1[C:4](=[O:25])[C:18]2[C:13](=[C:14]([CH2:20][O:21][C:22](=[O:24])[CH3:23])[CH:15]=[C:16]([I:19])[CH:17]=2)[NH:12][CH:11]=1)=[O:7])[CH3:10], predict the reactants needed to synthesize it. The reactants are: C(O[C:4](=[O:25])[C:5](=[CH:11][NH:12][C:13]1[CH:18]=[CH:17][C:16]([I:19])=[CH:15][C:14]=1[CH2:20][O:21][C:22](=[O:24])[CH3:23])[C:6]([O:8][CH2:9][CH3:10])=[O:7])C. (4) Given the product [CH:19]1[C:20]2=[C:21]3[C:12](=[CH:13][CH:14]=[C:15]2[C:2]([C:3]2[CH:4]=[CH:5][C:6]([C:27]4[C:28]5=[CH:12][CH:11]=[C:10]6[C:15]([CH:2]=[C:3]7[C:8]([CH:7]=[CH:6][CH:5]=[CH:4]7)=[CH:9]6)=[C:29]5[CH:30]=[CH:31][CH:26]=4)=[CH:7][CH:8]=2)=[CH:17][CH:18]=1)[CH:11]=[C:10]1[C:23]([CH:24]=[CH:25][CH:16]=[CH:9]1)=[CH:22]3, predict the reactants needed to synthesize it. The reactants are: Br[C:2]1[C:3]2[C:8]([C:9]([C:16]3[CH:25]=[CH:24][C:23]4[C:18](=[CH:19][CH:20]=[CH:21][CH:22]=4)[CH:17]=3)=[C:10]3[C:15]=1[CH:14]=[CH:13][CH:12]=[CH:11]3)=[CH:7][CH:6]=[CH:5][CH:4]=2.[C:26]1(B(O)O)[CH:31]=[CH:30][C:29](B(O)O)=[CH:28][CH:27]=1. (5) Given the product [Si:1]([O:8][CH2:9][CH2:10][CH2:11][CH2:12][C:13]1[CH:22]=[CH:21][C:16]([C:17]([O:19][CH3:20])=[O:18])=[C:15]([O:23][CH3:24])[CH:14]=1)([C:4]([CH3:6])([CH3:7])[CH3:5])([CH3:2])[CH3:3], predict the reactants needed to synthesize it. The reactants are: [Si:1]([O:8][CH2:9][CH2:10][C:11]#[C:12][C:13]1[CH:22]=[CH:21][C:16]([C:17]([O:19][CH3:20])=[O:18])=[C:15]([O:23][CH3:24])[CH:14]=1)([C:4]([CH3:7])([CH3:6])[CH3:5])([CH3:3])[CH3:2].